Dataset: Full USPTO retrosynthesis dataset with 1.9M reactions from patents (1976-2016). Task: Predict the reactants needed to synthesize the given product. (1) Given the product [OH:28][C@H:18]1[CH2:19][CH2:20][C@@:21]2([CH3:22])[C@@H:16]([CH2:15][CH2:14][C:13]3[C:12]4[C@:26]([CH3:27])([CH2:25][CH2:24][C:23]=32)[C@@H:9]([C@H:7]([CH3:8])[CH2:6][CH2:5][C:4]([CH:42]([CH2:43][CH3:44])[CH2:41][CH3:40])=[O:38])[CH2:10][CH:11]=4)[C:17]1([CH3:37])[CH3:36], predict the reactants needed to synthesize it. The reactants are: CON(C)[C:4](=[O:38])[CH2:5][CH2:6][C@H:7]([C@@H:9]1[C@:26]2([CH3:27])[C:12]([C:13]3[CH2:14][CH2:15][C@@H:16]4[C@:21]([C:23]=3[CH2:24][CH2:25]2)([CH3:22])[CH2:20][CH2:19][C@H:18]([O:28][Si](C(C)(C)C)(C)C)[C:17]4([CH3:37])[CH3:36])=[CH:11][CH2:10]1)[CH3:8].[CH3:40][CH2:41][CH:42]([Mg]Br)[CH2:43][CH3:44].C(O)C.Cl. (2) Given the product [CH:1]1([C@@:4]2([CH3:28])[CH2:8][O:7][C:6](=[O:9])[N:5]2[C:10]2[CH:15]=[CH:14][N:13]=[C:12]([NH:16][C@H:17]([C:19]3[CH:26]=[CH:25][C:22]([CH2:23][N:34]4[CH2:35][CH2:36][CH:31]([N:30]([CH3:37])[CH3:29])[CH2:32][CH2:33]4)=[C:21]([F:27])[CH:20]=3)[CH3:18])[N:11]=2)[CH2:2][CH2:3]1, predict the reactants needed to synthesize it. The reactants are: [CH:1]1([C@@:4]2([CH3:28])[CH2:8][O:7][C:6](=[O:9])[N:5]2[C:10]2[CH:15]=[CH:14][N:13]=[C:12]([NH:16][C@H:17]([C:19]3[CH:26]=[CH:25][C:22]([CH:23]=O)=[C:21]([F:27])[CH:20]=3)[CH3:18])[N:11]=2)[CH2:3][CH2:2]1.[CH3:29][N:30]([CH3:37])[CH:31]1[CH2:36][CH2:35][NH:34][CH2:33][CH2:32]1.C(O)(=O)C. (3) Given the product [CH:1]([C:4]1[CH:5]=[C:6]([NH:10][C:11]([C:13]2[CH:14]=[C:15]([N:19]3[CH2:28][C:27]4[CH:26]=[N:25][CH:24]=[C:23]([C:29]([NH:47][CH2:48][CH2:49][CH2:50][N:51]5[CH2:55][CH2:54][CH2:53][CH2:52]5)=[O:30])[C:22]=4[CH2:21][CH2:20]3)[CH:16]=[CH:17][CH:18]=2)=[O:12])[CH:7]=[CH:8][CH:9]=1)([CH3:3])[CH3:2], predict the reactants needed to synthesize it. The reactants are: [CH:1]([C:4]1[CH:5]=[C:6]([NH:10][C:11]([C:13]2[CH:14]=[C:15]([N:19]3[CH2:28][C:27]4[CH:26]=[N:25][CH:24]=[C:23]([C:29](O)=[O:30])[C:22]=4[CH2:21][CH2:20]3)[CH:16]=[CH:17][CH:18]=2)=[O:12])[CH:7]=[CH:8][CH:9]=1)([CH3:3])[CH3:2].C(N(CC)C(C)C)(C)C.CCCP(=O)=O.[NH2:47][CH2:48][CH2:49][CH2:50][N:51]1[CH2:55][CH2:54][CH2:53][CH2:52]1. (4) Given the product [F:30][C@:18]1([CH3:29])[C@:17]([C:32](=[O:35])[CH2:33][CH3:34])([OH:31])[C@@H:16]([CH2:15][OH:36])[O:20][C@H:19]1[N:21]1[CH:28]=[CH:27][C:25](=[O:26])[NH:24][C:22]1=[O:23], predict the reactants needed to synthesize it. The reactants are: FC(F)(F)C(O)=O.[Si]([CH:15]([OH:36])[C@H:16]1[O:20][C@@H:19]([N:21]2[CH:28]=[CH:27][C:25](=[O:26])[NH:24][C:22]2=[O:23])[C@@:18]([F:30])([CH3:29])[C@:17]1([C:32](=[O:35])[CH2:33][CH3:34])[OH:31])(C(C)(C)C)(C)C. (5) Given the product [CH2:8]([N:15]([CH:27]([C:29]1[CH:30]=[CH:31][CH:32]=[CH:33][CH:34]=1)[CH3:28])[CH:16]([CH:21]1[CH2:26][CH2:25][CH2:24][CH2:23][CH2:22]1)[CH2:17][C:18]([NH:5][CH2:4][CH2:3][C:2]([CH3:7])([CH3:6])[CH3:1])=[O:19])[C:9]1[CH:10]=[CH:11][CH:12]=[CH:13][CH:14]=1, predict the reactants needed to synthesize it. The reactants are: [CH3:1][C:2]([CH3:7])([CH3:6])[CH2:3][CH2:4][NH2:5].[CH2:8]([N:15]([CH:27]([C:29]1[CH:34]=[CH:33][CH:32]=[CH:31][CH:30]=1)[CH3:28])[CH:16]([CH:21]1[CH2:26][CH2:25][CH2:24][CH2:23][CH2:22]1)[CH2:17][C:18](O)=[O:19])[C:9]1[CH:14]=[CH:13][CH:12]=[CH:11][CH:10]=1.CN(C(ON1N=NC2C=CC=CC1=2)=[N+](C)C)C.F[P-](F)(F)(F)(F)F.CCN(C(C)C)C(C)C. (6) Given the product [C:1]([O:5][C:6]([N:8]1[CH2:12][CH2:11][C@H:10]([OH:13])[C@H:9]1[C:14](=[O:16])[N:19]([O:20][CH3:21])[CH3:18])=[O:7])([CH3:2])([CH3:3])[CH3:4], predict the reactants needed to synthesize it. The reactants are: [C:1]([O:5][C:6]([N:8]1[CH2:12][CH2:11][C@H:10]([OH:13])[C@H:9]1[C:14]([OH:16])=O)=[O:7])([CH3:4])([CH3:3])[CH3:2].Cl.[CH3:18][NH:19][O:20][CH3:21].C(Cl)CCl. (7) Given the product [CH2:28]1[C:29]2[C:24](=[CH:23][CH:22]=[C:21]([C:19]#[C:18][Si:15]([CH3:17])([CH3:16])[CH3:14])[CH:30]=2)[CH2:25][CH2:26][O:27]1, predict the reactants needed to synthesize it. The reactants are: O1CCOCC1.C(NC(C)C)(C)C.[CH3:14][Si:15]([C:18]#[CH:19])([CH3:17])[CH3:16].Br[C:21]1[CH:30]=[C:29]2[C:24]([CH2:25][CH2:26][O:27][CH2:28]2)=[CH:23][CH:22]=1.